Dataset: Forward reaction prediction with 1.9M reactions from USPTO patents (1976-2016). Task: Predict the product of the given reaction. (1) The product is: [Cl:2][C:3]1[CH:4]=[C:5]([C:20]([NH:23][CH2:24][C:25]2[C:26](=[O:35])[NH:27][C:28]([CH3:34])=[CH:29][C:30]=2[CH2:31][CH2:32][CH3:33])=[O:21])[C:6]2[C:7]([CH3:19])=[C:8]([CH2:15][N:16]([CH3:18])[CH3:17])[N:9]([CH:12]([CH3:13])[CH3:14])[C:10]=2[CH:11]=1. Given the reactants Cl.[Cl:2][C:3]1[CH:4]=[C:5]([C:20](O)=[O:21])[C:6]2[C:7]([CH3:19])=[C:8]([CH2:15][N:16]([CH3:18])[CH3:17])[N:9]([CH:12]([CH3:14])[CH3:13])[C:10]=2[CH:11]=1.[NH2:23][CH2:24][C:25]1[C:26](=[O:35])[NH:27][C:28]([CH3:34])=[CH:29][C:30]=1[CH2:31][CH2:32][CH3:33].C1C=NC2N(O)N=NC=2C=1.CN1CCOCC1.C(Cl)CCl, predict the reaction product. (2) Given the reactants [CH2:1]([O:8][C:9](=[O:23])[C@@H:10]([NH:15][C:16]([O:18][C:19]([CH3:22])([CH3:21])[CH3:20])=[O:17])[CH2:11][C:12]([OH:14])=O)[C:2]1[CH:7]=[CH:6][CH:5]=[CH:4][CH:3]=1.[C:24]1([C:30]2[CH:43]=[CH:42][C:33]3[N:34]=[C:35]([CH2:37][C:38]([NH:40][NH2:41])=O)[S:36][C:32]=3[CH:31]=2)[CH:29]=[CH:28][CH:27]=[CH:26][CH:25]=1, predict the reaction product. The product is: [C:19]([O:18][C:16]([NH:15][C@@H:10]([CH2:11][C:12]1[O:14][C:38]([CH2:37][C:35]2[S:36][C:32]3[CH:31]=[C:30]([C:24]4[CH:29]=[CH:28][CH:27]=[CH:26][CH:25]=4)[CH:43]=[CH:42][C:33]=3[N:34]=2)=[N:40][N:41]=1)[C:9]([O:8][CH2:1][C:2]1[CH:3]=[CH:4][CH:5]=[CH:6][CH:7]=1)=[O:23])=[O:17])([CH3:22])([CH3:21])[CH3:20]. (3) Given the reactants [NH2:1][C:2]1[C:11]2[N:12]=[C:13]([CH2:20][O:21][CH3:22])[N:14]([CH2:15][C:16]([OH:19])([CH3:18])[CH3:17])[C:10]=2[C:9]2[CH:8]=[CH:7][C:6]([CH2:23][CH2:24][C:25](O)=[O:26])=[CH:5][C:4]=2[N:3]=1.ON1C2C=CC=CC=2N=N1.CN(C)CCCN=C=NCC.[NH:49]1[CH2:54][CH2:53][S:52](=[O:56])(=[O:55])[CH2:51][CH2:50]1, predict the reaction product. The product is: [NH2:1][C:2]1[C:11]2[N:12]=[C:13]([CH2:20][O:21][CH3:22])[N:14]([CH2:15][C:16]([CH3:17])([OH:19])[CH3:18])[C:10]=2[C:9]2[CH:8]=[CH:7][C:6]([CH2:23][CH2:24][C:25]([N:49]3[CH2:54][CH2:53][S:52](=[O:56])(=[O:55])[CH2:51][CH2:50]3)=[O:26])=[CH:5][C:4]=2[N:3]=1. (4) The product is: [CH3:27][CH:11]1[CH:10]([CH2:9][O:8][CH2:7][CH2:6][CH2:5][CH2:4][CH2:3][CH2:2][O:15][C:16]2[CH:17]=[CH:18][C:19]([C:20]([O:22][CH2:23][CH3:24])=[O:21])=[CH:25][CH:26]=2)[CH2:13][O:12]1. Given the reactants Br[CH2:2][CH2:3][CH2:4][CH2:5][CH2:6][CH2:7][O:8][CH2:9][C:10]1(C)[CH2:13][O:12][CH2:11]1.[OH:15][C:16]1[CH:26]=[CH:25][C:19]([C:20]([O:22][CH2:23][CH3:24])=[O:21])=[CH:18][CH:17]=1.[C:27](=O)([O-])[O-].[K+].[K+].CN(C)C=O, predict the reaction product. (5) Given the reactants [CH2:1]([O:8][C:9]1[CH:10]=[C:11]([CH:23]=[O:24])[N:12]=[N:13][C:14]=1[O:15][CH2:16][C:17]1[CH:22]=[CH:21][CH:20]=[CH:19][CH:18]=1)[C:2]1[CH:7]=[CH:6][CH:5]=[CH:4][CH:3]=1.[CH:25]1([Mg]Br)[CH2:27][CH2:26]1, predict the reaction product. The product is: [CH2:1]([O:8][C:9]1[CH:10]=[C:11]([CH:23]([CH:25]2[CH2:27][CH2:26]2)[OH:24])[N:12]=[N:13][C:14]=1[O:15][CH2:16][C:17]1[CH:22]=[CH:21][CH:20]=[CH:19][CH:18]=1)[C:2]1[CH:7]=[CH:6][CH:5]=[CH:4][CH:3]=1. (6) Given the reactants [C:1]([O:4][NH:5][S:6]([C:9]1[CH:14]=[CH:13][CH:12]=[CH:11][C:10]=1[S:15]([CH3:18])(=[O:17])=[O:16])(=[O:8])=[O:7])(=[O:3])[CH3:2].C(N(CC)CC)C.Cl[C:27]([O:29][CH2:30][CH3:31])=[O:28], predict the reaction product. The product is: [C:1]([O:4][N:5]([S:6]([C:9]1[CH:14]=[CH:13][CH:12]=[CH:11][C:10]=1[S:15]([CH3:18])(=[O:16])=[O:17])(=[O:8])=[O:7])[C:27](=[O:28])[O:29][CH2:30][CH3:31])(=[O:3])[CH3:2].[C:1]([O:4][NH:5][S:6]([C:9]1[CH:14]=[CH:13][CH:12]=[CH:11][C:10]=1[S:15]([CH3:18])(=[O:16])=[O:17])(=[O:8])=[O:7])(=[O:3])[CH3:2]. (7) Given the reactants [C:1]([CH:4]1[C:9](=[O:10])[CH2:8][CH:7]([C:11]2[CH:16]=[CH:15][CH:14]=[CH:13][C:12]=2[O:17][CH3:18])[CH2:6][C:5]1=O)(=O)[CH3:2].[NH2:20][C:21]1[N:30]=C(C)C2C(=O)CC(C3C=CC(F)=CC=3)CC=2[N:22]=1, predict the reaction product. The product is: [NH2:30][C:21]1[N:22]=[C:1]([CH3:2])[C:4]2[C:9](=[O:10])[CH2:8][CH:7]([C:11]3[CH:16]=[CH:15][CH:14]=[CH:13][C:12]=3[O:17][CH3:18])[CH2:6][C:5]=2[N:20]=1.